Predict the reaction yield, written as a fraction of the theoretical maximum amount of product (1.0 means a 100% yield; for example, 0.34 means a 34% yield). From a dataset of Reaction yield outcomes from USPTO patents with 853,638 reactions. (1) The reactants are [C:1]1([C:7]2[C:11]([C:12]3[C:17](=[O:18])[CH:16]=[CH:15][N:14]([C:19]4[CH:24]=[CH:23][CH:22]=[C:21]([C:25]([F:28])([F:27])[F:26])[CH:20]=4)[N:13]=3)=[CH:10][N:9](C(C3C=CC=CC=3)(C3C=CC=CC=3)C3C=CC=CC=3)[N:8]=2)[CH:6]=[CH:5][CH:4]=[CH:3][CH:2]=1.C(O)(C(F)(F)F)=O.[OH-].[Na+]. The catalyst is C(Cl)Cl. The product is [C:1]1([C:7]2[C:11]([C:12]3[C:17](=[O:18])[CH:16]=[CH:15][N:14]([C:19]4[CH:24]=[CH:23][CH:22]=[C:21]([C:25]([F:26])([F:27])[F:28])[CH:20]=4)[N:13]=3)=[CH:10][NH:9][N:8]=2)[CH:6]=[CH:5][CH:4]=[CH:3][CH:2]=1. The yield is 0.820. (2) The catalyst is CN(C)C=O. The reactants are [NH2:1][C:2]1[CH:3]=[C:4]([CH:21]=[CH:22][C:23]=1[CH3:24])[O:5][C:6]1[CH:7]=[CH:8][C:9]2[N:10]([CH:12]=[C:13]([NH:15][C:16]([CH:18]3[CH2:20][CH2:19]3)=[O:17])[N:14]=2)[N:11]=1.[Cl:25][C:26]1[CH:34]=[CH:33][C:29]([C:30](O)=[O:31])=[CH:28][C:27]=1[C:35]([F:38])([F:37])[F:36].Cl.CN(C)CCCN=C=NCC.ON1C2C=CC=CC=2N=N1. The yield is 0.630. The product is [Cl:25][C:26]1[CH:34]=[CH:33][C:29]([C:30]([NH:1][C:2]2[CH:3]=[C:4]([O:5][C:6]3[CH:7]=[CH:8][C:9]4[N:10]([CH:12]=[C:13]([NH:15][C:16]([CH:18]5[CH2:20][CH2:19]5)=[O:17])[N:14]=4)[N:11]=3)[CH:21]=[CH:22][C:23]=2[CH3:24])=[O:31])=[CH:28][C:27]=1[C:35]([F:36])([F:37])[F:38].